Task: Regression. Given two drug SMILES strings and cell line genomic features, predict the synergy score measuring deviation from expected non-interaction effect.. Dataset: NCI-60 drug combinations with 297,098 pairs across 59 cell lines Drug 1: COC1=C(C=C2C(=C1)N=CN=C2NC3=CC(=C(C=C3)F)Cl)OCCCN4CCOCC4. Drug 2: C1C(C(OC1N2C=NC3=C2NC=NCC3O)CO)O. Cell line: MOLT-4. Synergy scores: CSS=26.9, Synergy_ZIP=-3.90, Synergy_Bliss=1.29, Synergy_Loewe=-0.317, Synergy_HSA=3.07.